From a dataset of Catalyst prediction with 721,799 reactions and 888 catalyst types from USPTO. Predict which catalyst facilitates the given reaction. (1) Reactant: CCN=C=NCCCN(C)C.[CH:12]([NH:15][C:16]1[CH:24]=[CH:23][C:22]([N+:25]([O-:27])=[O:26])=[CH:21][C:17]=1[C:18]([OH:20])=O)([CH3:14])[CH3:13].[CH:28]1([CH2:31][NH2:32])[CH2:30][CH2:29]1.C1C=CC2N(O)N=NC=2C=1.C(=O)([O-])O.[Na+]. Product: [CH:28]1([CH2:31][NH:32][C:18](=[O:20])[C:17]2[CH:21]=[C:22]([N+:25]([O-:27])=[O:26])[CH:23]=[CH:24][C:16]=2[NH:15][CH:12]([CH3:13])[CH3:14])[CH2:30][CH2:29]1. The catalyst class is: 3. (2) Reactant: C(N(CC)CC)C.[Cl:8][C:9]1[C:18]([N+:19]([O-:21])=[O:20])=[C:17](Cl)[C:16]2[C:11](=[CH:12][CH:13]=[CH:14][CH:15]=2)[N:10]=1.[NH2:23][CH2:24][C:25]([NH2:28])([CH3:27])[CH3:26]. Product: [Cl:8][C:9]1[C:18]([N+:19]([O-:21])=[O:20])=[C:17]([NH:23][CH2:24][C:25]([CH3:27])([NH2:28])[CH3:26])[C:16]2[C:11](=[CH:12][CH:13]=[CH:14][CH:15]=2)[N:10]=1. The catalyst class is: 60.